Dataset: Forward reaction prediction with 1.9M reactions from USPTO patents (1976-2016). Task: Predict the product of the given reaction. (1) Given the reactants [NH:1]1[CH2:6][CH2:5][CH2:4][CH2:3][CH:2]1[CH2:7][CH2:8][OH:9].[C:10](O[C:10]([O:12][C:13]([CH3:16])([CH3:15])[CH3:14])=[O:11])([O:12][C:13]([CH3:16])([CH3:15])[CH3:14])=[O:11].OCC1CCCN(C(OC(C)(C)C)=O)C1, predict the reaction product. The product is: [OH:9][CH2:8][CH2:7][CH:2]1[CH2:3][CH2:4][CH2:5][CH2:6][N:1]1[C:10]([O:12][C:13]([CH3:16])([CH3:15])[CH3:14])=[O:11]. (2) Given the reactants Cl.[CH3:2][O:3][C:4](=[O:14])[C@H:5]([CH2:7][C:8]1[CH:13]=[CH:12][CH:11]=[CH:10][CH:9]=1)[NH2:6].[CH:15](=O)[C:16]1[CH:21]=[CH:20][C:19]([O:22][CH3:23])=[CH:18][CH:17]=1.S([O-])([O-])(=O)=O.[Mg+2].C(N(CC)CC)C, predict the reaction product. The product is: [CH3:2][O:3][C:4](=[O:14])[C@H:5]([CH2:7][C:8]1[CH:13]=[CH:12][CH:11]=[CH:10][CH:9]=1)[N:6]=[CH:15][C:16]1[CH:21]=[CH:20][C:19]([O:22][CH3:23])=[CH:18][CH:17]=1. (3) Given the reactants C(OC(=O)[NH:7][C@H:8]1[CH2:12][CH2:11][N:10]([C:13]2[CH:18]=[CH:17][C:16]([C:19](=[O:21])[NH2:20])=[C:15]([NH:22][C:23]3[CH:28]=[CH:27][C:26]([C:29]([N:31]4[CH2:36][CH2:35][N:34]([CH3:37])[CH2:33][CH2:32]4)=[O:30])=[CH:25][CH:24]=3)[N:14]=2)[CH2:9]1)(C)(C)C.[ClH:39], predict the reaction product. The product is: [ClH:39].[NH2:7][C@H:8]1[CH2:12][CH2:11][N:10]([C:13]2[CH:18]=[CH:17][C:16]([C:19]([NH2:20])=[O:21])=[C:15]([NH:22][C:23]3[CH:24]=[CH:25][C:26]([C:29]([N:31]4[CH2:36][CH2:35][N:34]([CH3:37])[CH2:33][CH2:32]4)=[O:30])=[CH:27][CH:28]=3)[N:14]=2)[CH2:9]1. (4) Given the reactants [Cl:1][C:2]1[CH:7]=[CH:6][C:5]([C:8]2[NH:13][C:12](=O)[CH:11]=[CH:10][N:9]=2)=[CH:4][CH:3]=1.P(Cl)(Cl)([Cl:17])=O, predict the reaction product. The product is: [Cl:17][C:12]1[CH:11]=[CH:10][N:9]=[C:8]([C:5]2[CH:6]=[CH:7][C:2]([Cl:1])=[CH:3][CH:4]=2)[N:13]=1. (5) Given the reactants [OH-].[Na+].[Br:3][C:4]1[C:5]([C:15]#[C:16][Si](C)(C)C)=[C:6]([CH:8]=[C:9]([C:11]([F:14])([F:13])[F:12])[CH:10]=1)[NH2:7], predict the reaction product. The product is: [Br:3][C:4]1[C:5]([C:15]#[CH:16])=[C:6]([CH:8]=[C:9]([C:11]([F:12])([F:13])[F:14])[CH:10]=1)[NH2:7].